Task: Predict which catalyst facilitates the given reaction.. Dataset: Catalyst prediction with 721,799 reactions and 888 catalyst types from USPTO Reactant: [Br:1][C:2]1[CH:3]=[C:4]([OH:9])[CH:5]=[C:6]([Cl:8])[CH:7]=1.C(=O)([O-])[O-].[K+].[K+].CN1CCCC1=O.[Cl:23][C:24]1[C:29](F)=[C:28]([C:31]([F:34])([F:33])[F:32])[CH:27]=[CH:26][N:25]=1. Product: [Br:1][C:2]1[CH:3]=[C:4]([CH:5]=[C:6]([Cl:8])[CH:7]=1)[O:9][C:29]1[C:24]([Cl:23])=[N:25][CH:26]=[CH:27][C:28]=1[C:31]([F:34])([F:33])[F:32]. The catalyst class is: 6.